Dataset: Catalyst prediction with 721,799 reactions and 888 catalyst types from USPTO. Task: Predict which catalyst facilitates the given reaction. (1) Reactant: [Cl:1][C:2]1[CH:7]=[CH:6][C:5]([C:8]2[N:9]=[CH:10][NH:11][C:12]=2[C:13]2[CH:18]=[CH:17][C:16]([Cl:19])=[CH:15][CH:14]=2)=[CH:4][CH:3]=1.[CH3:20][Si:21]([CH3:28])([CH3:27])[CH2:22][CH2:23][O:24][CH2:25]Cl.[H-].[Na+].C(=O)(O)[O-]. Product: [Cl:19][C:16]1[CH:17]=[CH:18][C:13]([C:12]2[N:11]=[CH:10][N:9]([CH2:25][O:24][CH2:23][CH2:22][Si:21]([CH3:28])([CH3:27])[CH3:20])[C:8]=2[C:5]2[CH:4]=[CH:3][C:2]([Cl:1])=[CH:7][CH:6]=2)=[CH:14][CH:15]=1. The catalyst class is: 3. (2) Reactant: [ClH:1].[CH:2]1([NH:5][C:6](=[O:25])[CH:7]([OH:24])[CH:8]([NH:16]C(=O)OC(C)(C)C)[CH2:9][C:10]2[CH:15]=[CH:14][CH:13]=[CH:12][CH:11]=2)[CH2:4][CH2:3]1.COC(C)(C)C. Product: [ClH:1].[NH2:16][CH:8]([CH2:9][C:10]1[CH:15]=[CH:14][CH:13]=[CH:12][CH:11]=1)[CH:7]([OH:24])[C:6]([NH:5][CH:2]1[CH2:4][CH2:3]1)=[O:25]. The catalyst class is: 2. (3) Reactant: [C:1](O[BH-](OC(=O)C)OC(=O)C)(=O)C.[Na+].[CH3:15][C@H:16]1[NH:21][C@@H:20]([CH3:22])[CH2:19][N:18]([C:23]2[CH:33]=[CH:32][C:26]([C:27]([O:29][CH2:30][CH3:31])=[O:28])=[CH:25][CH:24]=2)[CH2:17]1.C(O)(=O)C. Product: [CH3:22][C@H:20]1[N:21]([CH3:1])[C@@H:16]([CH3:15])[CH2:17][N:18]([C:23]2[CH:33]=[CH:32][C:26]([C:27]([O:29][CH2:30][CH3:31])=[O:28])=[CH:25][CH:24]=2)[CH2:19]1. The catalyst class is: 5. (4) Product: [N+:17]([C:22]1[CH:23]=[C:24]2[C:28]([CH2:27][CH2:26][CH2:25]2)=[CH:29][C:21]=1[NH:20][C:10](=[O:11])[CH3:12])([O-:16])=[O:1]. The catalyst class is: 2. Reactant: [OH:1]O.C(O[C:10]([C:12](F)(F)F)=[O:11])(C(F)(F)F)=O.[O-:16][N+:17]1[C:22]2[CH:23]=[C:24]3[C:28](=[CH:29][C:21]=2[N:20]=C(CCCO)N=1)[CH2:27][CH2:26][CH2:25]3.N. (5) Reactant: [NH2:1][C:2]1[CH:3]=[C:4]([CH2:10][CH2:11][CH2:12][CH2:13][C:14]([O:16]C)=[O:15])[CH:5]=[CH:6][C:7]=1[CH:8]=[O:9].[Li+:18].[OH-]. Product: [NH2:1][C:2]1[CH:3]=[C:4]([CH2:10][CH2:11][CH2:12][CH2:13][C:14]([O-:16])=[O:15])[CH:5]=[CH:6][C:7]=1[CH:8]=[O:9].[Li+:18]. The catalyst class is: 20. (6) Reactant: [CH:1]([C:3]1[N:4]([CH:8]2[CH2:13][CH2:12][N:11]([C:14]([O:16][C:17]([CH3:20])([CH3:19])[CH3:18])=[O:15])[CH2:10][CH2:9]2)[CH:5]=[CH:6][N:7]=1)=[O:2].[BH4-].[Na+]. Product: [OH:2][CH2:1][C:3]1[N:4]([CH:8]2[CH2:9][CH2:10][N:11]([C:14]([O:16][C:17]([CH3:20])([CH3:19])[CH3:18])=[O:15])[CH2:12][CH2:13]2)[CH:5]=[CH:6][N:7]=1. The catalyst class is: 5. (7) Product: [CH2:16]([O:23][C:2]1[N:7]=[CH:6][C:5]([C:8]2([C:11]([OH:13])=[O:12])[CH2:9][CH2:10]2)=[CH:4][CH:3]=1)[C:17]1[CH:22]=[CH:21][CH:20]=[CH:19][CH:18]=1. Reactant: Cl[C:2]1[N:7]=[CH:6][C:5]([C:8]2([C:11]([O:13]CC)=[O:12])[CH2:10][CH2:9]2)=[CH:4][CH:3]=1.[CH2:16]([OH:23])[C:17]1[CH:22]=[CH:21][CH:20]=[CH:19][CH:18]=1.[H-].[Na+]. The catalyst class is: 13. (8) Reactant: [BrH:1].[CH3:2][O:3][C:4]1[N:9]=[C:8](/[CH:10]=[CH:11]/[C:12]2[N:30]=[C:15]3[C@H:16]([C:20]4[CH:25]=[CH:24][CH:23]=[CH:22][C:21]=4[C:26]([F:29])([F:28])[F:27])[CH2:17][CH2:18][CH2:19][N:14]3[N:13]=2)[CH:7]=[CH:6][C:5]=1[N:31]1[CH:35]=[C:34]([CH3:36])[N:33]=[CH:32]1.CCCCCCC. Product: [BrH:1].[BrH:1].[CH3:2][O:3][C:4]1[N:9]=[C:8](/[CH:10]=[CH:11]/[C:12]2[N:30]=[C:15]3[C@H:16]([C:20]4[CH:25]=[CH:24][CH:23]=[CH:22][C:21]=4[C:26]([F:29])([F:28])[F:27])[CH2:17][CH2:18][CH2:19][N:14]3[N:13]=2)[CH:7]=[CH:6][C:5]=1[N:31]1[CH:35]=[C:34]([CH3:36])[N:33]=[CH:32]1. The catalyst class is: 8. (9) Reactant: S(=O)(=O)(OC[C@H]1C[C@@H](N[C:11]2[C:16]([C:17]([C:19]3[S:20][C:21]([CH3:34])=[C:22]([C@H:24]4[C:33]5[C:28](=[CH:29][CH:30]=[CH:31][CH:32]=5)[CH2:27][CH2:26][O:25]4)[CH:23]=3)=[O:18])=[CH:15][N:14]=[CH:13][N:12]=2)C[C@@H]1O)N.C(Cl)[Cl:39]. Product: [Cl:39][C:11]1[C:16]([C:17]([C:19]2[S:20][C:21]([CH3:34])=[C:22]([C@H:24]3[C:33]4[C:28](=[CH:29][CH:30]=[CH:31][CH:32]=4)[CH2:27][CH2:26][O:25]3)[CH:23]=2)=[O:18])=[CH:15][N:14]=[CH:13][N:12]=1. The catalyst class is: 697. (10) Reactant: [NH2:1][C:2]1[C:7]([Cl:8])=[C:6]([O:9][CH3:10])[CH:5]=[CH:4][C:3]=1[C:11](=[O:13])[CH3:12].N1C=CC=CC=1.[F:20][C:21]([F:31])([F:30])[C:22]1[N:23]=[C:24]([C:27](Cl)=[O:28])[S:25][CH:26]=1. The catalyst class is: 2. Product: [C:11]([C:3]1[C:2]([NH:1][C:27]([C:24]2[S:25][CH:26]=[C:22]([C:21]([F:30])([F:20])[F:31])[N:23]=2)=[O:28])=[C:7]([Cl:8])[C:6]([O:9][CH3:10])=[CH:5][CH:4]=1)(=[O:13])[CH3:12].